Dataset: Catalyst prediction with 721,799 reactions and 888 catalyst types from USPTO. Task: Predict which catalyst facilitates the given reaction. Reactant: [CH3:1][S:2](Cl)(=[O:4])=[O:3].[OH:6][CH2:7][CH2:8][N:9]([C@H:20]([CH3:23])[CH2:21][OH:22])[S:10]([C:13]1[CH:18]=[CH:17][C:16]([CH3:19])=[CH:15][CH:14]=1)(=[O:12])=[O:11]. Product: [CH3:19][C:16]1[CH:17]=[CH:18][C:13]([S:10]([N:9]([C@H:20]([CH3:23])[CH2:21][O:22][S:2]([CH3:1])(=[O:4])=[O:3])[CH2:8][CH2:7][O:6][S:2]([CH3:1])(=[O:4])=[O:3])(=[O:12])=[O:11])=[CH:14][CH:15]=1. The catalyst class is: 2.